Dataset: Reaction yield outcomes from USPTO patents with 853,638 reactions. Task: Predict the reaction yield, written as a fraction of the theoretical maximum amount of product (1.0 means a 100% yield; for example, 0.34 means a 34% yield). (1) The reactants are [CH2:1]([O:3][C:4]1[CH:5]=[C:6]([C:13]2[O:17][N:16]=[C:15]([C:18]3[CH:26]=[CH:25][CH:24]=[C:23]4[C:19]=3[CH2:20][CH2:21][N:22]4[C:27]([NH:29][CH2:30][CH2:31][C:32]([O:34]CC)=[O:33])=[O:28])[N:14]=2)[CH:7]=[CH:8][C:9]=1[O:10][CH2:11][CH3:12])[CH3:2].C(C1C=CC(NC(=O)NCCC(OCC)=O)=CC=1)CCCCCCC. No catalyst specified. The product is [CH2:1]([O:3][C:4]1[CH:5]=[C:6]([C:13]2[O:17][N:16]=[C:15]([C:18]3[CH:26]=[CH:25][CH:24]=[C:23]4[C:19]=3[CH2:20][CH2:21][N:22]4[C:27]([NH:29][CH2:30][CH2:31][C:32]([OH:34])=[O:33])=[O:28])[N:14]=2)[CH:7]=[CH:8][C:9]=1[O:10][CH2:11][CH3:12])[CH3:2]. The yield is 0.610. (2) The reactants are [CH3:1][C:2]1[CH:3]=[C:4]2[CH:10]=[CH:9][NH:8][C:5]2=[N:6][CH:7]=1.C(N(CC)CC)C.[C:18]1([S:24](Cl)(=[O:26])=[O:25])[CH:23]=[CH:22][CH:21]=[CH:20][CH:19]=1. The catalyst is CN(C)C1C=CN=CC=1.ClCCl. The product is [C:18]1([S:24]([N:8]2[C:5]3=[N:6][CH:7]=[C:2]([CH3:1])[CH:3]=[C:4]3[CH:10]=[CH:9]2)(=[O:26])=[O:25])[CH:23]=[CH:22][CH:21]=[CH:20][CH:19]=1. The yield is 0.640. (3) The reactants are [CH2:1]([S:3][C:4]1[CH:9]=[C:8]([C:10]([F:13])([F:12])[F:11])[N:7]=[N:6][C:5]=1[C:14]([NH:16][C:17]1[C:18]([NH:27][CH3:28])=[N:19][CH:20]=[C:21]([C:23]([F:26])([F:25])[F:24])[CH:22]=1)=O)[CH3:2]. The catalyst is CC(O)=O. The product is [CH2:1]([S:3][C:4]1[CH:9]=[C:8]([C:10]([F:13])([F:12])[F:11])[N:7]=[N:6][C:5]=1[C:14]1[N:27]([CH3:28])[C:18]2=[N:19][CH:20]=[C:21]([C:23]([F:26])([F:25])[F:24])[CH:22]=[C:17]2[N:16]=1)[CH3:2]. The yield is 0.510. (4) The reactants are [H-].[Na+].NC1C(Cl)=[CH:29][C:7]([C:8](OCC2CCN(CCCOC3C=CC(F)=CC=3)CC2)=O)=[C:6](OC)[CH:5]=1.[C:34]([N:41]1[CH:45]=[CH:44][N:43]=[CH:42]1)([N:36]1[CH:40]=[CH:39][N:38]=[CH:37]1)=O.[NH2:46][C:47]1[C:52]2[CH2:53][C:54]([CH3:57])([CH3:56])[O:55][C:51]=2[C:50]([C:58]([OH:60])=[O:59])=[CH:49][C:48]=1[Cl:61].[CH2:62]1COCC1. The catalyst is C(#N)C. The product is [NH2:46][C:47]1[C:52]2[CH2:53][C:54]([CH3:57])([CH3:56])[O:55][C:51]=2[C:50]([C:58]([O:60][CH2:8][CH:7]2[CH2:29][CH2:42][N:43]([CH2:44][CH2:45][NH:41][C:34]3[C:37]([CH3:62])=[N:38][CH:39]=[CH:40][N:36]=3)[CH2:5][CH2:6]2)=[O:59])=[CH:49][C:48]=1[Cl:61]. The yield is 0.330.